From a dataset of Forward reaction prediction with 1.9M reactions from USPTO patents (1976-2016). Predict the product of the given reaction. Given the reactants [CH3:1][C:2]1[O:6][N:5]=[C:4]([C:7]2[CH:12]=[CH:11][CH:10]=[CH:9][CH:8]=2)[C:3]=1[CH2:13][O:14][C:15]1[N:20]=[N:19][C:18]([NH2:21])=[CH:17][CH:16]=1.C(N(CC)CC)C.[CH3:29][O:30][CH2:31][C:32](Cl)=[O:33], predict the reaction product. The product is: [CH3:29][O:30][CH2:31][C:32]([NH:21][C:18]1[N:19]=[N:20][C:15]([O:14][CH2:13][C:3]2[C:4]([C:7]3[CH:8]=[CH:9][CH:10]=[CH:11][CH:12]=3)=[N:5][O:6][C:2]=2[CH3:1])=[CH:16][CH:17]=1)=[O:33].